The task is: Binary Classification. Given a miRNA mature sequence and a target amino acid sequence, predict their likelihood of interaction.. This data is from Experimentally validated miRNA-target interactions with 360,000+ pairs, plus equal number of negative samples. (1) The miRNA is hsa-miR-548s with sequence AUGGCCAAAACUGCAGUUAUUUU. The protein sequence of the target gene is MIPLLLAALLCVPAGALTCYGDSGQPVDWFVVYKLPALRGSGEAAQRGLQYKYLDESSGGWRDGRALINSPEGAVGRSLQPLYRSNTSQLAFLLYNDQPPQPSKAQDSSMRGHTKGVLLLDHDGGFWLVHSVPNFPPPASSAAYSWPHSACTYGQTLLCVSFPFAQFSKMGKQLTYTYPWVYNYQLEGIFAQEFPDLENVVKGHHVSQEPWNSSITLTSQAGAVFQSFAKFSKFGDDLYSGWLAAALGTNLQVQFWHKTVGILPSNCSDIWQVLNVNQIAFPGPAGPSFNSTEDHSKWCV.... Result: 1 (interaction). (2) The miRNA is hsa-miR-147a with sequence GUGUGUGGAAAUGCUUCUGC. The protein sequence of the target gene is MAMARLGSWLGEAQWLALVSLFVAALATVGLYLAQWALARARPQPQRRAVEPGEGPRPGSDALLSWILTLGSWRSQWQAAWVTALNEEAERKGGPPFLSFEEDPRQQALELVVQEVSSVLRSAEEKVVVCHVVGQAIQFLVSETPALGAGCRLYDMRLSPFHLQLEFHMKEKREDLQISWSFISVPEMAVNIQPKALGEDQVAETSAMSDVLKDILKHLAGSASPSVVLITKPTTVKEAQNLQCAASTAQESCPPKPPRAHELKLLVRNIHVLLLSEPGASGHINAVCVVQLNDPVQRFS.... Result: 0 (no interaction). (3) The miRNA is cel-miR-82-3p with sequence UGAGAUCAUCGUGAAAGCCAGU. The protein sequence of the target gene is MAPAADREGYWGPTTSTLDWCEENYSVTWYIAEFWNTVSNLIMIIPPMFGAVQSVRDGLEKRYIASYLALTVVGMGSWCFHMTLKYEMQLLDELPMIYSCCIFVYCMFECFKIKNSVNYHLLFTLVLFSLIVTTVYLKVKEPIFHQVMYGMLVFTLVLRSIYIVTWVYPWLRGLGYTSLGIFLLGFLFWNIDNIFCESLRNFRKKVPPIIGITTQFHAWWHILTGLGSYLHILFSLYTRTLYLRYRPKVKFLFGIWPVILFEPLRKH. Result: 0 (no interaction). (4) The miRNA is hsa-miR-3686 with sequence AUCUGUAAGAGAAAGUAAAUGA. The protein sequence of the target gene is MTIVDKASESSDPSAYQNQPGSSEAVSPGDMDAGSASWGAVSSLNDVSNHTLSLGPVPGAVVYSSSSVPDKSKPSPQKDQALGDGIAPPQKVLFPSEKICLKWQQTHRVGAGLQNLGNTCFANAALQCLTYTPPLANYMLSHEHSKTCHAEGFCMMCTMQAHITQALSNPGDVIKPMFVINEMRRIARHFRFGNQEDAHEFLQYTVDAMQKACLNGSNKLDRHTQATTLVCQIFGGYLRSRVKCLNCKGVSDTFDPYLDITLEIKAAQSVNKALEQFVKPEQLDGENSYKCSKCKKMVPA.... Result: 1 (interaction). (5) The miRNA is hsa-miR-30a-5p with sequence UGUAAACAUCCUCGACUGGAAG. The protein sequence of the target gene is MTTLVLDNGAYNAKIGYSHENVSVIPNCQFRSKTARLKTFTANQIDEIKDPSGLFYILPFQKGYLVNWDVQRQVWDYLFGKEMYQVDFLDTNIIITEPYFNFTSIQESMNEILFEEYQFQAVLRVNAGALSAHRYFRDNPSELCCIIVDSGYSFTHIVPYCRSKKKKEAIIRINVGGKLLTNHLKEIISYRQLHVMDETHVINQVKEDVCYVSQDFYRDMDIAKLKGEENTVMIDYVLPDFSTIKKGFCKPREEMVLSGKYKSGEQILRLANERFAVPEILFNPSDIGIQEMGIPEAIVY.... Result: 0 (no interaction). (6) The miRNA is hsa-miR-5186 with sequence AGAGAUUGGUAGAAAUCAGGU. The protein sequence of the target gene is MAAAVRCMGRALIHHQRHSLSKMVYQTSLCSCSVNIRVPNRHFAAATKSAKKTKKGAKEKTPDEKKDEIEKIKAYPYMEGEPEDDVYLKRLYPRQIYEVEKAVHLLKKFQILDFTSPKQSVYLDLTLDMALGKKKNVEPFTSVLSLPYPFASEINKVAVFTENASEVKIAEENGAAFAGGTSLIQKIWDDEIVADFYVAVPEIMPELNRLRKKLNKKYPKLSRNSIGRDIPKMLELFKNGHEIKVDEERENFLQTKIATLDMSSDQIAANLQAVINEVCRHRPLNLGPFVVRAFLRSSTS.... Result: 0 (no interaction). (7) The miRNA is hsa-miR-1249-3p with sequence ACGCCCUUCCCCCCCUUCUUCA. The protein sequence of the target gene is MAATTANPEMTSDVPSLGPTIASGNPGPGIQGGGAVVQRAIKRRSGLDFDDEVEVNTKFLRCDDDQMCNDKERFARSDDEQSSADKERLARENHSEIERRRRNKMTAYITELSDMVPTCSALARKPDKLTILRMAVSHMKSLRGTGNTSTDGSYKPSFLTDQELKHLILEAADGFLFIVSCETGRVVYVSDSVTPVLNQPQSEWFGSTLYDQVHPDDVDKLREQLSTSENALTGRVLDLKTGTVKKEGQQSSMRMCMGSRRSFICRMRCGTSSVDPVSMNRLSFLRNRCRNGLGSVKEGE.... Result: 0 (no interaction).